Dataset: Forward reaction prediction with 1.9M reactions from USPTO patents (1976-2016). Task: Predict the product of the given reaction. Given the reactants [NH2:1][C:2]1[S:6][N:5]=[C:4]([CH3:7])[C:3]=1[C:8]([NH:10][C:11]1[CH:16]=[CH:15][CH:14]=[CH:13][C:12]=1[CH2:17][CH3:18])=[O:9].Cl[C:20]1[O:21][C:22]2[CH:28]=[CH:27][CH:26]=[CH:25][C:23]=2[N:24]=1.C(=O)([O-])[O-].[Cs+].[Cs+].CC1(C)C2C(=C(P(C3C=CC=CC=3)C3C=CC=CC=3)C=CC=2)OC2C(P(C3C=CC=CC=3)C3C=CC=CC=3)=CC=CC1=2, predict the reaction product. The product is: [O:21]1[C:22]2[CH:28]=[CH:27][CH:26]=[CH:25][C:23]=2[N:24]=[C:20]1[NH:1][C:2]1[S:6][N:5]=[C:4]([CH3:7])[C:3]=1[C:8]([NH:10][C:11]1[CH:16]=[CH:15][CH:14]=[CH:13][C:12]=1[CH2:17][CH3:18])=[O:9].